Dataset: Full USPTO retrosynthesis dataset with 1.9M reactions from patents (1976-2016). Task: Predict the reactants needed to synthesize the given product. (1) Given the product [Cl:13][C:10]1[C:3]2[CH2:4][C:5]([CH3:9])([CH3:8])[CH2:6][CH2:7][C:2]=2[N:21]=[C:20]([C:15]2[CH:16]=[CH:17][CH:18]=[CH:19][N:14]=2)[N:22]=1, predict the reactants needed to synthesize it. The reactants are: O[C:2]1[CH2:7][CH2:6][C:5]([CH3:9])([CH3:8])[CH2:4][C:3]=1[C:10]([O-])=O.[ClH:13].[N:14]1[CH:19]=[CH:18][CH:17]=[CH:16][C:15]=1[C:20](=[NH:22])[NH2:21]. (2) Given the product [Br:1][C:2]1[CH:7]=[CH:6][C:5]([C:17]2[CH:22]=[CH:21][C:20]([O:23][CH2:24][CH2:25][CH2:26][CH2:27][O:28][CH:29]3[CH2:34][CH2:33][CH2:32][CH2:31][O:30]3)=[CH:19][CH:18]=2)=[CH:4][CH:3]=1, predict the reactants needed to synthesize it. The reactants are: [Br:1][C:2]1[CH:7]=[CH:6][C:5](I)=[CH:4][CH:3]=1.CC1(C)C(C)(C)OB([C:17]2[CH:22]=[CH:21][C:20]([O:23][CH2:24][CH2:25][CH2:26][CH2:27][O:28][CH:29]3[CH2:34][CH2:33][CH2:32][CH2:31][O:30]3)=[CH:19][CH:18]=2)O1.CO.C([O-])([O-])=O.[K+].[K+]. (3) Given the product [Br:1][C:2]1[CH:3]=[C:4]([N:8]2[C:12]3[CH2:13][CH2:14][CH:15]([CH3:16])[C:11]=3[C:10]([C:18]([O:20][CH2:21][CH3:22])=[O:19])=[N:9]2)[CH:5]=[CH:6][CH:7]=1, predict the reactants needed to synthesize it. The reactants are: [Br:1][C:2]1[CH:3]=[C:4]([N:8]2[C:12]3[CH2:13][CH2:14][C:15](O)([CH3:16])[C:11]=3[C:10]([C:18]([O:20][CH2:21][CH3:22])=[O:19])=[N:9]2)[CH:5]=[CH:6][CH:7]=1.C([SiH](CC)CC)C.B(F)(F)F.CCOCC. (4) Given the product [NH2:1][C:2]1[CH:10]=[CH:9][C:5]([C:6]([NH:16][CH:17]2[CH2:22][CH2:21][N:20]([CH3:23])[CH2:19][CH2:18]2)=[O:8])=[CH:4][C:3]=1[O:11][C:12]([F:15])([F:14])[F:13], predict the reactants needed to synthesize it. The reactants are: [NH2:1][C:2]1[CH:10]=[CH:9][C:5]([C:6]([OH:8])=O)=[CH:4][C:3]=1[O:11][C:12]([F:15])([F:14])[F:13].[NH2:16][CH:17]1[CH2:22][CH2:21][N:20]([CH3:23])[CH2:19][CH2:18]1.CCN(C(C)C)C(C)C.CN(C(ON1N=NC2C=CC=NC1=2)=[N+](C)C)C.F[P-](F)(F)(F)(F)F. (5) Given the product [C:1]([O:10][C:9](=[O:11])[CH:8]([NH2:7])[CH:12]([CH3:14])[CH3:13])(=[O:5])[CH2:2][CH2:3][CH3:4], predict the reactants needed to synthesize it. The reactants are: [C:1](Cl)(=[O:5])[CH2:2][CH2:3][CH3:4].[NH2:7][CH:8]([CH:12]([CH3:14])[CH3:13])[C:9]([O-:11])=[O:10].[Na+].